Dataset: Full USPTO retrosynthesis dataset with 1.9M reactions from patents (1976-2016). Task: Predict the reactants needed to synthesize the given product. (1) The reactants are: [F:1][C:2]1[C:14]([NH:15][CH2:16][C:17]2[CH:22]=[C:21]([C:23]3[CH:28]=[CH:27][CH:26]=[C:25]([F:29])[CH:24]=3)[CH:20]=[C:19]([F:30])[CH:18]=2)=[C:13]([F:31])[CH:12]=[CH:11][C:3]=1[O:4][CH2:5][C:6]([O:8]CC)=[O:7].[Li+].[OH-].O. Given the product [F:1][C:2]1[C:14]([NH:15][CH2:16][C:17]2[CH:22]=[C:21]([C:23]3[CH:28]=[CH:27][CH:26]=[C:25]([F:29])[CH:24]=3)[CH:20]=[C:19]([F:30])[CH:18]=2)=[C:13]([F:31])[CH:12]=[CH:11][C:3]=1[O:4][CH2:5][C:6]([OH:8])=[O:7], predict the reactants needed to synthesize it. (2) Given the product [C:1]([CH2:3][N:4]([CH2:5][C:6]1[CH:11]=[CH:10][C:9]([C:12]([N:14]2[CH2:19][CH2:18][CH2:17][C@@H:16]([C:20]([C:30]3[CH:35]=[CH:34][CH:33]=[C:32]([F:36])[C:31]=3[C:37]3[CH:42]=[CH:41][CH:40]=[C:39]([CH3:43])[CH:38]=3)([OH:29])[CH2:21][CH2:22][CH2:23][NH:24][C:25]([O:26][CH3:27])=[O:28])[CH2:15]2)=[O:13])=[CH:8][CH:7]=1)[C:50](=[O:51])[O:52][C:53]([CH3:56])([CH3:55])[CH3:54])#[N:2], predict the reactants needed to synthesize it. The reactants are: [C:1]([CH2:3][NH:4][CH2:5][C:6]1[CH:11]=[CH:10][C:9]([C:12]([N:14]2[CH2:19][CH2:18][CH2:17][C@@H:16]([C:20]([C:30]3[CH:35]=[CH:34][CH:33]=[C:32]([F:36])[C:31]=3[C:37]3[CH:42]=[CH:41][CH:40]=[C:39]([CH3:43])[CH:38]=3)([OH:29])[CH2:21][CH2:22][CH2:23][NH:24][C:25](=[O:28])[O:26][CH3:27])[CH2:15]2)=[O:13])=[CH:8][CH:7]=1)#[N:2].C(=O)([O-])[O-].[K+].[K+].[C:50](O[C:50]([O:52][C:53]([CH3:56])([CH3:55])[CH3:54])=[O:51])([O:52][C:53]([CH3:56])([CH3:55])[CH3:54])=[O:51]. (3) Given the product [C:3]([C@:5]([NH:14][C:15](=[O:24])[O:16][CH2:17][C:18]1[CH:23]=[CH:22][N:21]=[CH:20][CH:19]=1)([CH3:13])[CH2:6][C:7]1[CH:8]=[CH:9][CH:10]=[CH:11][CH:12]=1)([OH:4])=[O:2], predict the reactants needed to synthesize it. The reactants are: C[O:2][C:3]([C@:5]([NH:14][C:15](=[O:24])[O:16][CH2:17][C:18]1[CH:23]=[CH:22][N:21]=[CH:20][CH:19]=1)([CH3:13])[CH2:6][C:7]1[CH:12]=[CH:11][CH:10]=[CH:9][CH:8]=1)=[O:4].O[Li].O.C(O)(=O)C. (4) The reactants are: [Li+].C[Si]([N-][Si](C)(C)C)(C)C.[Cl:11][C:12]1[CH:17]=[CH:16][C:15]([CH:18]=[C:19]([CH3:24])[C:20](=[O:23])[CH2:21][CH3:22])=[CH:14][CH:13]=1.[C:25]([O:32][CH2:33][CH3:34])(=[O:31])[C:26]([O:28]CC)=O. Given the product [Cl:11][C:12]1[CH:13]=[CH:14][C:15]([CH:18]=[C:19]([CH3:24])[C:20](=[O:23])[CH:21]([CH3:22])[C:26](=[O:28])[C:25]([O:32][CH2:33][CH3:34])=[O:31])=[CH:16][CH:17]=1, predict the reactants needed to synthesize it. (5) Given the product [Cl:1][C:2]1[CH:33]=[CH:32][C:5]([CH2:6][O:7][C:8]2[CH:13]=[CH:12][N:11]([C:14]3[CH:15]=[CH:16][C:17]4[N:21]=[C:20]([CH:22]5[CH2:24][CH:23]5[CH2:25][OH:26])[N:19]([CH3:29])[C:18]=4[CH:30]=3)[C:10](=[O:31])[CH:9]=2)=[CH:4][CH:3]=1, predict the reactants needed to synthesize it. The reactants are: [Cl:1][C:2]1[CH:33]=[CH:32][C:5]([CH2:6][O:7][C:8]2[CH:13]=[CH:12][N:11]([C:14]3[CH:15]=[CH:16][C:17]4[N:21]=[C:20]([CH:22]5[CH2:24][CH:23]5[C:25](OC)=[O:26])[N:19]([CH3:29])[C:18]=4[CH:30]=3)[C:10](=[O:31])[CH:9]=2)=[CH:4][CH:3]=1.[BH4-].[Na+].[Cl-].[Cl-].[Ca+2].Cl. (6) Given the product [Br:1][C:2]1[CH:3]=[CH:4][C:5]([CH2:8][CH2:9][C:10]([N:15]([CH3:16])[CH3:14])=[O:12])=[N:6][CH:7]=1, predict the reactants needed to synthesize it. The reactants are: [Br:1][C:2]1[CH:3]=[CH:4][C:5]([CH2:8][CH2:9][C:10]([OH:12])=O)=[N:6][CH:7]=1.Cl.[CH3:14][NH:15][CH3:16].CN(C(ON1N=NC2C=CC=NC1=2)=[N+](C)C)C.F[P-](F)(F)(F)(F)F.CCN(C(C)C)C(C)C. (7) Given the product [CH2:1]([C:3]1([O:10][S:20]([CH2:18][CH3:19])(=[O:22])=[O:21])[CH2:5][CH:4]1[Si:6]([CH3:9])([CH3:8])[CH3:7])[CH3:2], predict the reactants needed to synthesize it. The reactants are: [CH2:1]([C:3]1([OH:10])[CH2:5][CH:4]1[Si:6]([CH3:9])([CH3:8])[CH3:7])[CH3:2].C(N(CC)CC)C.[CH2:18]([S:20](Cl)(=[O:22])=[O:21])[CH3:19].C([O-])(O)=O.[Na+]. (8) Given the product [F:40][C:41]([F:46])([F:45])[C:42]([OH:44])=[O:43].[Cl:1][C:2]1[CH:3]=[C:4]([C:12]2[O:16][N:15]=[C:14]([C:17]3[CH:26]=[CH:25][CH:24]=[C:23]4[C:18]=3[CH:19]=[CH:20][N:21]=[C:22]4[N:27]3[CH2:28][CH2:29][NH:30][CH2:31][CH2:32]3)[N:13]=2)[CH:5]=[CH:6][C:7]=1[O:8][CH:9]([CH3:10])[CH3:11], predict the reactants needed to synthesize it. The reactants are: [Cl:1][C:2]1[CH:3]=[C:4]([C:12]2[O:16][N:15]=[C:14]([C:17]3[CH:26]=[CH:25][CH:24]=[C:23]4[C:18]=3[CH:19]=[CH:20][N:21]=[C:22]4[N:27]3[CH2:32][CH2:31][N:30](C(OC(C)(C)C)=O)[CH2:29][CH2:28]3)[N:13]=2)[CH:5]=[CH:6][C:7]=1[O:8][CH:9]([CH3:11])[CH3:10].[F:40][C:41]([F:46])([F:45])[C:42]([OH:44])=[O:43].ClCCl.